Dataset: Full USPTO retrosynthesis dataset with 1.9M reactions from patents (1976-2016). Task: Predict the reactants needed to synthesize the given product. (1) The reactants are: [Br:1][C:2]1[CH:3]=[CH:4][C:5]([O:26][CH2:27][C:28]2[CH:33]=[CH:32][C:31]([F:34])=[CH:30][C:29]=2[F:35])=[C:6]([C:8]2[N:9]([C:14]3[CH:15]=[C:16]([CH:20]=[C:21]([N:23](C)[CH3:24])[CH:22]=3)[C:17]([OH:19])=[O:18])[C:10]([CH3:13])=[CH:11][CH:12]=2)[CH:7]=1.[CH2:36](I)C. Given the product [Br:1][C:2]1[CH:3]=[CH:4][C:5]([O:26][CH2:27][C:28]2[CH:33]=[CH:32][C:31]([F:34])=[CH:30][C:29]=2[F:35])=[C:6]([C:8]2[N:9]([C:14]3[CH:15]=[C:16]([CH:20]=[C:21]([NH:23][CH2:24][CH3:36])[CH:22]=3)[C:17]([OH:19])=[O:18])[C:10]([CH3:13])=[CH:11][CH:12]=2)[CH:7]=1, predict the reactants needed to synthesize it. (2) Given the product [Cl:1][CH2:2][CH2:3][CH2:4][O:5][C:6]1[CH:7]=[CH:8][C:9]([C:12]2[S:13][C:14]3[CH2:19][CH2:18][CH:17]([C:20]([OH:22])=[O:21])[C:15]=3[N:16]=2)=[CH:10][CH:11]=1, predict the reactants needed to synthesize it. The reactants are: [Cl:1][CH2:2][CH2:3][CH2:4][O:5][C:6]1[CH:11]=[CH:10][C:9]([C:12]2[S:13][C:14]3[CH2:19][CH2:18][CH:17]([C:20]([O:22]CC)=[O:21])[C:15]=3[N:16]=2)=[CH:8][CH:7]=1.[OH-].[Na+]. (3) The reactants are: [C:1](=[O:4])([O-])[O-].[Cs+].[Cs+].[CH2:7]([O:9][C:10](=[O:28])[C:11]([CH3:27])([O:20][C:21]1[CH:26]=[CH:25][CH:24]=[CH:23][CH:22]=1)[CH2:12][C:13]1[CH:18]=[CH:17][C:16]([OH:19])=[CH:15][CH:14]=1)[CH3:8].[CH3:29][N:30]1[CH:34]([CH2:35][CH2:36]OS(C2C=CC(C)=CC=2)(=O)=O)[CH2:33][N:32]([CH2:48][C:49]2[CH:54]=[CH:53][C:52]([C:55]([F:58])([F:57])[F:56])=[CH:51][CH:50]=2)[C:31]1=[O:59]. Given the product [CH2:7]([O:9][C:10](=[O:28])[C:11]([CH3:27])([O:20][C:21]1[CH:26]=[CH:25][CH:24]=[CH:23][CH:22]=1)[CH2:12][C:13]1[CH:18]=[CH:17][C:16]([O:19][CH2:36][CH2:35][CH:34]2[CH2:33][N:32]([CH2:48][C:49]3[CH:54]=[CH:53][C:52]([C:55]([F:57])([F:56])[F:58])=[CH:51][CH:50]=3)[C:31](=[O:59])[N:30]2[CH2:29][C:13]2[CH:18]=[CH:17][C:16]([O:4][CH3:1])=[CH:15][CH:14]=2)=[CH:15][CH:14]=1)[CH3:8], predict the reactants needed to synthesize it. (4) Given the product [CH3:1][C:2]1[C:3](=[O:8])[CH2:4][CH2:5][C:6]=1[NH:9][C:10]1[CH:17]=[CH:16][C:13]([C:14]#[N:15])=[CH:12][CH:11]=1.[OH2:7], predict the reactants needed to synthesize it. The reactants are: [CH3:1][CH:2]1[C:6](=[O:7])[CH2:5][CH2:4][C:3]1=[O:8].[NH2:9][C:10]1[CH:17]=[CH:16][C:13]([C:14]#[N:15])=[CH:12][CH:11]=1. (5) Given the product [CH2:38]([CH:13]1[CH2:8][CH2:9][N:10]([C:14]([C:16]2[CH:21]=[CH:20][C:19]([O:22][C:23]3[C:32]4[C:27](=[CH:28][C:29]([O:35][CH3:36])=[C:30]([O:33][CH3:34])[CH:31]=4)[N:26]=[CH:25][CH:24]=3)=[C:18]([F:37])[CH:17]=2)=[O:15])[CH2:11][CH2:12]1)[C:39]1[CH:44]=[CH:43][CH:42]=[CH:41][CH:40]=1, predict the reactants needed to synthesize it. The reactants are: C([CH:8]1[CH2:13][CH2:12][CH2:11][N:10]([C:14]([C:16]2[CH:21]=[CH:20][C:19]([O:22][C:23]3[C:32]4[C:27](=[CH:28][C:29]([O:35][CH3:36])=[C:30]([O:33][CH3:34])[CH:31]=4)[N:26]=[CH:25][CH:24]=3)=[C:18]([F:37])[CH:17]=2)=[O:15])[CH2:9]1)C1C=CC=CC=1.[CH2:38](C1CCN([C:38]([C:39]2[CH:44]=[CH:43][C:42](O)=[C:41](F)[CH:40]=2)=O)CC1)[C:39]1[CH:44]=[CH:43][CH:42]=[CH:41][CH:40]=1.